Dataset: Full USPTO retrosynthesis dataset with 1.9M reactions from patents (1976-2016). Task: Predict the reactants needed to synthesize the given product. (1) Given the product [Cl:1][C:2]1[C:3]([N:15]2[CH2:20][CH2:19][N:18]([C:21]([O:23][C:24]([CH3:25])([CH3:27])[CH3:26])=[O:22])[CH2:17][CH2:16]2)=[N:4][CH:5]=[C:6]([C:8]2[O:9][CH:12]([CH3:13])[CH2:11][N:10]=2)[CH:7]=1, predict the reactants needed to synthesize it. The reactants are: [Cl:1][C:2]1[C:3]([N:15]2[CH2:20][CH2:19][N:18]([C:21]([O:23][C:24]([CH3:27])([CH3:26])[CH3:25])=[O:22])[CH2:17][CH2:16]2)=[N:4][CH:5]=[C:6]([C:8]([NH:10][CH2:11][CH:12](O)[CH3:13])=[O:9])[CH:7]=1.CCN(C(C)C)C(C)C.CS(Cl)(=O)=O. (2) Given the product [F:1][C:2]([F:33])([F:32])[C:3]1[CH:4]=[C:5]([CH:25]=[C:26]([C:28]([F:31])([F:30])[F:29])[CH:27]=1)[CH2:6][N:7]([C:18]1[N:23]=[CH:22][C:21]([OH:36])=[CH:20][N:19]=1)[C:8](=[O:17])[O:9][CH2:10][C:11]1[CH:16]=[CH:15][CH:14]=[CH:13][CH:12]=1, predict the reactants needed to synthesize it. The reactants are: [F:1][C:2]([F:33])([F:32])[C:3]1[CH:4]=[C:5]([CH:25]=[C:26]([C:28]([F:31])([F:30])[F:29])[CH:27]=1)[CH2:6][N:7]([C:18]1[N:23]=[CH:22][C:21](Br)=[CH:20][N:19]=1)[C:8](=[O:17])[O:9][CH2:10][C:11]1[CH:16]=[CH:15][CH:14]=[CH:13][CH:12]=1.C([O-])(=[O:36])C.[K+].B1(B2OC(C)(C)C(C)(C)O2)OC(C)(C)C(C)(C)O1.O. (3) Given the product [CH3:35][N:34]([CH3:36])[C:32]([CH2:31][NH:30][C:12]([C:10]1[CH:9]=[CH:8][C:7]2[N:3]([CH2:1][CH3:2])[C:4]([NH:15][C:16]3[S:17][C:18]4[CH:24]=[C:23]([O:25][C:26]([F:28])([F:27])[F:29])[CH:22]=[CH:21][C:19]=4[N:20]=3)=[N:5][C:6]=2[CH:11]=1)=[O:14])=[O:33], predict the reactants needed to synthesize it. The reactants are: [CH2:1]([N:3]1[C:7]2[CH:8]=[CH:9][C:10]([C:12]([OH:14])=O)=[CH:11][C:6]=2[N:5]=[C:4]1[NH:15][C:16]1[S:17][C:18]2[CH:24]=[C:23]([O:25][C:26]([F:29])([F:28])[F:27])[CH:22]=[CH:21][C:19]=2[N:20]=1)[CH3:2].[NH2:30][CH2:31][C:32]([N:34]([CH3:36])[CH3:35])=[O:33].CN(C(ON1N=NC2C=CC=CC1=2)=[N+](C)C)C.F[P-](F)(F)(F)(F)F.CCN(C(C)C)C(C)C. (4) Given the product [O:18]([C:25]1[CH:26]=[CH:27][C:28]([NH:29][C:2]2[C:11]3[C:6](=[CH:7][C:8]4[CH:15]=[CH:14][CH:13]=[CH:12][C:9]=4[CH:10]=3)[N:5]=[CH:4][C:3]=2[C:16]#[N:17])=[CH:30][CH:31]=1)[C:19]1[CH:20]=[CH:21][CH:22]=[CH:23][CH:24]=1, predict the reactants needed to synthesize it. The reactants are: Cl[C:2]1[C:11]2[C:6](=[CH:7][C:8]3[CH:15]=[CH:14][CH:13]=[CH:12][C:9]=3[CH:10]=2)[N:5]=[CH:4][C:3]=1[C:16]#[N:17].[O:18]([C:25]1[CH:31]=[CH:30][C:28]([NH2:29])=[CH:27][CH:26]=1)[C:19]1[CH:24]=[CH:23][CH:22]=[CH:21][CH:20]=1.Cl.N1C=CC=CC=1.C(=O)([O-])[O-].[Na+].[Na+]. (5) Given the product [CH3:4][NH:5][C:6]([N:34]1[CH2:35][CH2:36][N:31]([C:27]2[CH:28]=[CH:29][CH:30]=[C:25]([CH2:24][S:21]([CH:20]=[C:18]3[CH2:17][N:16]([CH:15]([C:12]4[CH:11]=[CH:10][C:9]([Cl:8])=[CH:14][CH:13]=4)[C:37]4[CH:42]=[CH:41][C:40]([Cl:43])=[CH:39][CH:38]=4)[CH2:19]3)(=[O:22])=[O:23])[CH:26]=2)[CH2:32][CH2:33]1)=[O:7], predict the reactants needed to synthesize it. The reactants are: ClCCl.[CH3:4][N:5]=[C:6]=[O:7].[Cl:8][C:9]1[CH:14]=[CH:13][C:12]([CH:15]([C:37]2[CH:42]=[CH:41][C:40]([Cl:43])=[CH:39][CH:38]=2)[N:16]2[CH2:19][C:18](=[CH:20][S:21]([CH2:24][C:25]3[CH:26]=[C:27]([N:31]4[CH2:36][CH2:35][NH:34][CH2:33][CH2:32]4)[CH:28]=[CH:29][CH:30]=3)(=[O:23])=[O:22])[CH2:17]2)=[CH:11][CH:10]=1. (6) Given the product [Cl:21][C:22]1[CH:23]=[CH:24][C:25]([O:31][CH3:32])=[C:26]([C:7]2[NH:8][C:9]3[CH:10]=[CH:11][CH:12]=[C:13]4[C:19](=[O:20])[NH:18][CH2:17][CH2:16][C:15]=2[C:14]=34)[CH:27]=1, predict the reactants needed to synthesize it. The reactants are: C1([C:7]2[NH:8][C:9]3[CH:10]=[CH:11][CH:12]=[C:13]4[C:19](=[O:20])[NH:18][CH2:17][CH2:16][C:15]=2[C:14]=34)C=CC=CC=1.[Cl:21][C:22]1[CH:23]=[CH:24][C:25]([O:31][CH3:32])=[C:26](B(O)O)[CH:27]=1. (7) Given the product [N:4]1([CH2:3][CH2:2][O:1][C:15]2[CH:20]=[C:19]([B:21]([OH:23])[OH:22])[CH:18]=[CH:17][N:16]=2)[CH2:9][CH2:8][O:7][CH2:6][CH2:5]1, predict the reactants needed to synthesize it. The reactants are: [OH:1][CH2:2][CH2:3][N:4]1[CH2:9][CH2:8][O:7][CH2:6][CH2:5]1.CN(C)CCO[C:15]1[CH:20]=[C:19]([B:21]([OH:23])[OH:22])[CH:18]=[CH:17][N:16]=1.